Dataset: Full USPTO retrosynthesis dataset with 1.9M reactions from patents (1976-2016). Task: Predict the reactants needed to synthesize the given product. (1) Given the product [NH2:1][C:2]1[C:11]([Cl:23])=[C:10]([C:12]([O:14][CH3:15])=[O:13])[C:24]([Cl:28])=[CH:8][C:3]=1[C:4]([O:6][CH3:7])=[O:5], predict the reactants needed to synthesize it. The reactants are: [NH2:1][C:2]1[CH:11]=[C:10]([C:12]([O:14][CH3:15])=[O:13])C=[CH:8][C:3]=1[C:4]([O:6][CH3:7])=[O:5].C1C(=O)N([Cl:23])C(=O)C1.[C:24]([Cl:28])(Cl)(Cl)Cl. (2) The reactants are: [CH:1]1([C:4]2[N:5]=[CH:6][C:7]([O:10][C@H:11]3[CH2:20][N:14]4[C:15](=[O:19])[CH2:16][NH:17][CH2:18][C@@H:13]4[CH2:12]3)=[N:8][CH:9]=2)[CH2:3][CH2:2]1.C(N(CC)CC)C.[F:28][C:29]([F:40])([F:39])[C:30]1[CH:38]=[CH:37][C:33]([C:34](Cl)=[O:35])=[CH:32][CH:31]=1. Given the product [CH:1]1([C:4]2[N:5]=[CH:6][C:7]([O:10][C@H:11]3[CH2:20][N:14]4[C:15](=[O:19])[CH2:16][N:17]([C:34](=[O:35])[C:33]5[CH:37]=[CH:38][C:30]([C:29]([F:28])([F:39])[F:40])=[CH:31][CH:32]=5)[CH2:18][C@@H:13]4[CH2:12]3)=[N:8][CH:9]=2)[CH2:3][CH2:2]1, predict the reactants needed to synthesize it. (3) Given the product [NH:1]1[C:9]2[C:4](=[CH:5][C:6]([NH:10][C:11]3[C:12]4[N:19]=[C:18]([CH2:20][CH2:21][CH2:22][C:23]([OH:25])=[O:24])[S:17][C:13]=4[N:14]=[CH:15][N:16]=3)=[CH:7][CH:8]=2)[CH:3]=[N:2]1, predict the reactants needed to synthesize it. The reactants are: [NH:1]1[C:9]2[C:4](=[CH:5][C:6]([NH:10][C:11]3[C:12]4[N:19]=[C:18]([CH2:20][CH2:21][CH2:22][C:23]([O:25]CC)=[O:24])[S:17][C:13]=4[N:14]=[CH:15][N:16]=3)=[CH:7][CH:8]=2)[CH:3]=[N:2]1.CO.[OH-].[Li+].Cl. (4) Given the product [CH:45]1([C:48]([N:8]2[CH2:9][CH2:10][N:5]([C:11]3[CH:16]=[CH:15][C:14]([NH:17][C:18]([N:20]4[CH2:28][C:27]5[C:22](=[CH:23][CH:24]=[CH:25][CH:26]=5)[CH2:21]4)=[O:19])=[CH:13][CH:12]=3)[CH2:6][CH2:7]2)=[O:53])[CH2:46][CH2:47]1, predict the reactants needed to synthesize it. The reactants are: C(Cl)(=O)C.[N:5]1([C:11]2[CH:16]=[CH:15][C:14]([NH:17][C:18]([N:20]3[CH2:28][C:27]4[C:22](=[CH:23][CH:24]=[CH:25][CH:26]=4)[CH2:21]3)=[O:19])=[CH:13][CH:12]=2)[CH2:10][CH2:9][NH:8][CH2:7][CH2:6]1.NC1C=C2C(=CC=1)CN(C(NC1[CH:47]=[CH:46][C:45]([C:48](=[O:53])NCCC)=CC=1)=O)C2. (5) Given the product [N:1]1[CH:2]=[CH:3][C:4]([CH:7]([C:10]2[CH:11]=[N:12][C:13]([C:16]([F:19])([F:17])[F:18])=[CH:14][CH:15]=2)[CH2:8][NH2:9])=[CH:5][CH:6]=1, predict the reactants needed to synthesize it. The reactants are: [N:1]1[CH:6]=[CH:5][C:4]([CH:7]([C:10]2[CH:11]=[N:12][C:13]([C:16]([F:19])([F:18])[F:17])=[CH:14][CH:15]=2)[C:8]#[N:9])=[CH:3][CH:2]=1.N.O. (6) The reactants are: [H-].[Na+].[C:3]([O:6][CH2:7][CH2:8]P(OCC)(OCC)=O)(=[O:5])[CH3:4].[N:17]1([S:27]([C:30]2[CH:31]=[C:32]([N:36]3[C:41](=[O:42])[C:40]4=[C:43]([CH:46]=O)[S:44][CH:45]=[C:39]4[NH:38][C:37]3=[O:48])[CH:33]=[CH:34][CH:35]=2)(=[O:29])=[O:28])[C:26]2[C:21](=[CH:22][CH:23]=[CH:24][CH:25]=2)[CH2:20][CH2:19][CH2:18]1. Given the product [N:17]1([S:27]([C:30]2[CH:31]=[C:32]([N:36]3[C:41](=[O:42])[C:40]4=[C:43](/[CH:46]=[CH:4]/[C:3]([O:6][CH2:7][CH3:8])=[O:5])[S:44][CH:45]=[C:39]4[NH:38][C:37]3=[O:48])[CH:33]=[CH:34][CH:35]=2)(=[O:29])=[O:28])[C:26]2[C:21](=[CH:22][CH:23]=[CH:24][CH:25]=2)[CH2:20][CH2:19][CH2:18]1, predict the reactants needed to synthesize it. (7) Given the product [CH:17]1([C:22]2([CH2:23][CH2:24][C:25]3[C:30]([O:31][CH2:32][CH3:33])=[CH:29][N:28]=[C:27]([CH2:34][CH3:35])[CH:26]=3)[O:36][C:1](=[O:6])[CH2:2][C:3](=[O:4])[CH2:5]2)[CH2:21][CH2:20][CH2:19][CH2:18]1, predict the reactants needed to synthesize it. The reactants are: [C:1](OC)(=[O:6])[CH2:2][C:3]([CH3:5])=[O:4].[Li+].CC([N-]C(C)C)C.[CH:17]1([C:22](=[O:36])[CH2:23][CH2:24][C:25]2[C:30]([O:31][CH2:32][CH3:33])=[CH:29][N:28]=[C:27]([CH2:34][CH3:35])[CH:26]=2)[CH2:21][CH2:20][CH2:19][CH2:18]1.[OH-].[Na+].C(=O)([O-])[O-].[K+].[K+]. (8) Given the product [CH3:1][C:2]1[C:10]2[C:9](=[O:11])[N:8]([CH2:12][CH2:13][C:14]3[CH:19]=[CH:18][CH:17]=[CH:16][CH:15]=3)[C:7](=[O:20])[N:6]([CH2:22][C:23]3[CH:28]=[CH:27][C:26]([C:29]4[CH:34]=[CH:33][CH:32]=[CH:31][C:30]=4[C:35]4[NH:39][C:38](=[O:45])[O:37][N:36]=4)=[CH:25][CH:24]=3)[C:5]=2[S:4][CH:3]=1, predict the reactants needed to synthesize it. The reactants are: [CH3:1][C:2]1[C:10]2[C:9](=[O:11])[N:8]([CH2:12][CH2:13][C:14]3[CH:19]=[CH:18][CH:17]=[CH:16][CH:15]=3)[C:7](=[O:20])[NH:6][C:5]=2[S:4][CH:3]=1.Br[CH2:22][C:23]1[CH:28]=[CH:27][C:26]([C:29]2[CH:34]=[CH:33][CH:32]=[CH:31][C:30]=2[C:35]2[N:39]=[C:38](C(Cl)(Cl)Cl)[O:37][N:36]=2)=[CH:25][CH:24]=1.C(=O)([O-])[O-:45].[K+].[K+].CN(C)C=O.